From a dataset of Peptide-MHC class I binding affinity with 185,985 pairs from IEDB/IMGT. Regression. Given a peptide amino acid sequence and an MHC pseudo amino acid sequence, predict their binding affinity value. This is MHC class I binding data. (1) The peptide sequence is LFFPFGLFK. The binding affinity (normalized) is 0.0847. The MHC is HLA-B15:01 with pseudo-sequence HLA-B15:01. (2) The peptide sequence is QEQMISCKF. The MHC is Mamu-B1001 with pseudo-sequence Mamu-B1001. The binding affinity (normalized) is 0.0304. (3) The peptide sequence is SNITGLLL. The MHC is H-2-Kb with pseudo-sequence H-2-Kb. The binding affinity (normalized) is 0.484. (4) The MHC is HLA-B08:01 with pseudo-sequence HLA-B08:01. The peptide sequence is LQWIASAIVL. The binding affinity (normalized) is 0.213. (5) The peptide sequence is YPVARQRPGL. The MHC is Patr-B1301 with pseudo-sequence Patr-B1301. The binding affinity (normalized) is 0.725. (6) The peptide sequence is FELCDNPFF. The MHC is HLA-B45:01 with pseudo-sequence HLA-B45:01. The binding affinity (normalized) is 0.0962. (7) The peptide sequence is LFSDLANSHQ. The MHC is H-2-Db with pseudo-sequence H-2-Db. The binding affinity (normalized) is 0.